Dataset: Full USPTO retrosynthesis dataset with 1.9M reactions from patents (1976-2016). Task: Predict the reactants needed to synthesize the given product. (1) Given the product [Si:15]([O:14][CH2:13][CH2:12][C:8]1[O:9][CH:10]=[CH:11][C:7]=1[B:24]([OH:25])[OH:23])([C:18]([CH3:21])([CH3:20])[CH3:19])([CH3:17])[CH3:16], predict the reactants needed to synthesize it. The reactants are: C([Li])CCC.Br[C:7]1[CH:11]=[CH:10][O:9][C:8]=1[CH2:12][CH2:13][O:14][Si:15]([C:18]([CH3:21])([CH3:20])[CH3:19])([CH3:17])[CH3:16].C[O:23][B:24](OC)[O:25]C.O. (2) Given the product [F:37][C:14]([F:13])([C:18]1[CH:26]=[C:25]2[C:21]([C:22]([CH3:36])=[N:23][N:24]2[CH2:2][C:3]2[C:12]3[C:7](=[CH:8][CH:9]=[CH:10][CH:11]=3)[CH:6]=[CH:5][CH:4]=2)=[CH:20][CH:19]=1)[C:15]([OH:17])=[O:16], predict the reactants needed to synthesize it. The reactants are: Cl[CH2:2][C:3]1[C:12]2[C:7](=[CH:8][CH:9]=[CH:10][CH:11]=2)[CH:6]=[CH:5][CH:4]=1.[F:13][C:14]([F:37])([C:18]1[CH:26]=[C:25]2[C:21]([C:22]([CH3:36])=[N:23][N:24]2CC2C(C)=CC=CC=2C)=[CH:20][CH:19]=1)[C:15]([OH:17])=[O:16].